Dataset: Retrosynthesis with 50K atom-mapped reactions and 10 reaction types from USPTO. Task: Predict the reactants needed to synthesize the given product. Given the product C[C@@H](NCc1cc(C#CCO)cs1)c1cccc2ccccc12, predict the reactants needed to synthesize it. The reactants are: C[C@@H](N)c1cccc2ccccc12.O=Cc1cc(C#CCO)cs1.